From a dataset of NCI-60 drug combinations with 297,098 pairs across 59 cell lines. Regression. Given two drug SMILES strings and cell line genomic features, predict the synergy score measuring deviation from expected non-interaction effect. (1) Drug 1: C1CN1C2=NC(=NC(=N2)N3CC3)N4CC4. Drug 2: C1CN(CCN1C(=O)CCBr)C(=O)CCBr. Cell line: SK-MEL-28. Synergy scores: CSS=19.1, Synergy_ZIP=-7.98, Synergy_Bliss=-0.480, Synergy_Loewe=0.269, Synergy_HSA=1.93. (2) Drug 1: CC12CCC3C(C1CCC2=O)CC(=C)C4=CC(=O)C=CC34C. Drug 2: CC=C1C(=O)NC(C(=O)OC2CC(=O)NC(C(=O)NC(CSSCCC=C2)C(=O)N1)C(C)C)C(C)C. Cell line: K-562. Synergy scores: CSS=52.0, Synergy_ZIP=0.587, Synergy_Bliss=1.60, Synergy_Loewe=-12.5, Synergy_HSA=1.62.